Dataset: CYP3A4 inhibition data for predicting drug metabolism from PubChem BioAssay. Task: Regression/Classification. Given a drug SMILES string, predict its absorption, distribution, metabolism, or excretion properties. Task type varies by dataset: regression for continuous measurements (e.g., permeability, clearance, half-life) or binary classification for categorical outcomes (e.g., BBB penetration, CYP inhibition). Dataset: cyp3a4_veith. (1) The molecule is O=C(CSC1CC(=O)N(CC(c2ccccc2)c2ccccc2)C1=O)Nc1ccc(Cl)cc1. The result is 1 (inhibitor). (2) The molecule is c1ccc2c(-c3c[nH]c4ccccc34)c3ccccc3nc2c1. The result is 1 (inhibitor). (3) The molecule is Cc1ccc(Sc2ccc(NC(=O)c3ccc(S(C)(=O)=O)cc3Cl)cc2)cc1. The result is 0 (non-inhibitor).